The task is: Predict the product of the given reaction.. This data is from Forward reaction prediction with 1.9M reactions from USPTO patents (1976-2016). (1) Given the reactants [C:1]1([CH3:15])[CH:6]=[CH:5][CH:4]=[C:3]([N:7]2[N:11]=[N:10][C:9]([CH:12]([OH:14])[CH3:13])=[N:8]2)[CH:2]=1.[H-].[Na+].CS([C:22]1[N:23]([CH3:33])[C:24]([C:27]2[CH:32]=[CH:31][N:30]=[CH:29][CH:28]=2)=[N:25][N:26]=1)(=O)=O, predict the reaction product. The product is: [CH3:33][N:23]1[C:22]([O:14][CH:12]([C:9]2[N:10]=[N:11][N:7]([C:3]3[CH:2]=[C:1]([CH3:15])[CH:6]=[CH:5][CH:4]=3)[N:8]=2)[CH3:13])=[N:26][N:25]=[C:24]1[C:27]1[CH:32]=[CH:31][N:30]=[CH:29][CH:28]=1. (2) The product is: [C:6]([Si:3]([O:10][CH2:11][CH:12]([CH2:15][O:16][C:17]1[CH:22]=[CH:21][C:20]([O:23][C:24]([F:27])([F:26])[F:25])=[CH:19][CH:18]=1)[CH2:13][I:1])([CH3:5])[CH3:4])([CH3:9])([CH3:8])[CH3:7]. Given the reactants [I:1]I.[Si:3]([O:10][CH2:11][CH:12]([CH2:15][O:16][C:17]1[CH:22]=[CH:21][C:20]([O:23][C:24]([F:27])([F:26])[F:25])=[CH:19][CH:18]=1)[CH2:13]O)([C:6]([CH3:9])([CH3:8])[CH3:7])([CH3:5])[CH3:4].N1C=CN=C1.C1(P(C2C=CC=CC=2)C2C=CC=CC=2)C=CC=CC=1, predict the reaction product. (3) Given the reactants [Cl:1][C:2]1[CH:10]=[CH:9][C:5]([C:6]([OH:8])=O)=[CH:4][N:3]=1.C(N(CC)CC)C.F[P-](F)(F)(F)(F)F.N1(O[P+](N(C)C)(N(C)C)N(C)C)C2C=CC=CC=2N=N1.[F:45][C:46]1[CH:47]=[C:48]([CH:57]=[CH:58][CH:59]=1)[CH2:49][N:50]1[CH:54]=[CH:53][C:52]([CH2:55][NH2:56])=[CH:51]1, predict the reaction product. The product is: [Cl:1][C:2]1[CH:10]=[CH:9][C:5]([C:6]([NH:56][CH2:55][C:52]2[CH:53]=[CH:54][N:50]([CH2:49][C:48]3[CH:57]=[CH:58][CH:59]=[C:46]([F:45])[CH:47]=3)[CH:51]=2)=[O:8])=[CH:4][N:3]=1. (4) Given the reactants [CH3:1][C:2]1[C:7]([OH:8])=[CH:6][CH:5]=[CH:4][N:3]=1.[C:9]([O:12][C@@H:13]1[C@@H:18]([O:19][C:20](=[O:22])[CH3:21])[C@H:17]([O:23][C:24](=[O:26])[CH3:25])[CH2:16][S:15][C@@H:14]1Br)(=[O:11])[CH3:10], predict the reaction product. The product is: [C:9]([O:12][C@@H:13]1[C@@H:18]([O:19][C:20](=[O:22])[CH3:21])[C@H:17]([O:23][C:24](=[O:26])[CH3:25])[CH2:16][S:15][C@H:14]1[O:8][C:7]1[C:2]([CH3:1])=[N:3][CH:4]=[CH:5][CH:6]=1)(=[O:11])[CH3:10].